Dataset: Forward reaction prediction with 1.9M reactions from USPTO patents (1976-2016). Task: Predict the product of the given reaction. (1) The product is: [C:23]([O:22][C:21]([NH:20][CH2:19][CH2:18][O:1][C:2]1[C:3]([C:13]([O:15][CH3:16])=[O:14])=[C:4]([CH3:12])[C:5]([O:8][CH:9]([CH3:10])[CH3:11])=[N:6][CH:7]=1)=[O:27])([CH3:26])([CH3:25])[CH3:24]. Given the reactants [OH:1][C:2]1[C:3]([C:13]([O:15][CH3:16])=[O:14])=[C:4]([CH3:12])[C:5]([O:8][CH:9]([CH3:11])[CH3:10])=[N:6][CH:7]=1.Br[CH2:18][CH2:19][NH:20][C:21](=[O:27])[O:22][C:23]([CH3:26])([CH3:25])[CH3:24].C([O-])([O-])=O.[K+].[K+], predict the reaction product. (2) Given the reactants [Br:1][C:2]1[C:3]([NH:21][C:22]2[CH:23]=[N:24][CH:25]=[C:26]([F:28])[CH:27]=2)=[C:4]([NH:8][C:9](=O)[C@@H:10]([NH:12][C:13](=O)[O:14]C(C)(C)C)[CH3:11])[CH:5]=[CH:6][CH:7]=1.[CH3:29]C(O)=O, predict the reaction product. The product is: [Br:1][C:2]1[C:3]2[N:21]([C:22]3[CH:23]=[N:24][CH:25]=[C:26]([F:28])[CH:27]=3)[C:9]([CH:10]([NH:12][C:13](=[O:14])[CH3:29])[CH3:11])=[N:8][C:4]=2[CH:5]=[CH:6][CH:7]=1. (3) The product is: [F:1][C:2]1([F:11])[CH2:7][CH2:6][CH:5]([C:8]([Cl:14])=[O:9])[CH2:4][CH2:3]1. Given the reactants [F:1][C:2]1([F:11])[CH2:7][CH2:6][CH:5]([C:8](O)=[O:9])[CH2:4][CH2:3]1.S(Cl)([Cl:14])=O, predict the reaction product. (4) Given the reactants F[C:2]1[CH:3]=[C:4]2[C:9](=[CH:10][C:11]=1[N+:12]([O-:14])=[O:13])[NH:8][C:7](=[O:15])[N:6]([NH:16][S:17]([CH3:20])(=[O:19])=[O:18])[C:5]2=[O:21].[CH3:22][C:23]1[NH:24][CH:25]=[CH:26][N:27]=1, predict the reaction product. The product is: [CH3:22][C:23]1[N:24]([C:2]2[CH:3]=[C:4]3[C:9](=[CH:10][C:11]=2[N+:12]([O-:14])=[O:13])[NH:8][C:7](=[O:15])[N:6]([NH:16][S:17]([CH3:20])(=[O:19])=[O:18])[C:5]3=[O:21])[CH:25]=[CH:26][N:27]=1.